This data is from Full USPTO retrosynthesis dataset with 1.9M reactions from patents (1976-2016). The task is: Predict the reactants needed to synthesize the given product. (1) Given the product [CH2:1]([O:8][C:9]1[CH:16]=[CH:15][C:12]([C:13]#[N:20])=[CH:11][C:10]=1[OH:17])[C:2]1[CH:7]=[CH:6][CH:5]=[CH:4][CH:3]=1, predict the reactants needed to synthesize it. The reactants are: [CH2:1]([O:8][C:9]1[CH:16]=[CH:15][C:12]([CH:13]=O)=[CH:11][C:10]=1[OH:17])[C:2]1[CH:7]=[CH:6][CH:5]=[CH:4][CH:3]=1.[Cl-].O[NH3+:20].C([O-])(=O)C.[Na+]. (2) Given the product [CH2:1]([Si:4]1([Cl:7])[O:26][C:23]([CH3:25])([CH3:24])[C:20]([CH3:22])([CH3:21])[O:19]1)[CH:2]=[CH2:3], predict the reactants needed to synthesize it. The reactants are: [CH2:1]([Si:4]([Cl:7])(Cl)Cl)[CH:2]=[CH2:3].N12CCCN=C1CCCCC2.[OH:19][C:20]([C:23]([OH:26])([CH3:25])[CH3:24])([CH3:22])[CH3:21]. (3) Given the product [CH2:1]([C:8]1[S:12][C:11]([NH:13][C:14](=[O:27])[CH2:15][CH2:16][C:17]2[CH:22]=[CH:21][C:20]([OH:23])=[C:19]([OH:25])[CH:18]=2)=[N:10][C:9]=1[C:28]1[CH:33]=[CH:32][C:31]([OH:34])=[CH:30][CH:29]=1)[C:2]1[CH:7]=[CH:6][CH:5]=[CH:4][CH:3]=1, predict the reactants needed to synthesize it. The reactants are: [CH2:1]([C:8]1[S:12][C:11]([NH:13][C:14](=[O:27])[CH2:15][CH2:16][C:17]2[CH:22]=[CH:21][C:20]([O:23]C)=[C:19]([O:25]C)[CH:18]=2)=[N:10][C:9]=1[C:28]1[CH:33]=[CH:32][C:31]([O:34]C)=[CH:30][CH:29]=1)[C:2]1[CH:7]=[CH:6][CH:5]=[CH:4][CH:3]=1.B(Br)(Br)Br. (4) Given the product [CH2:1]([O:8][C:9]1[CH:10]=[CH:11][C:12]([N:16]2[CH2:17][CH2:18][CH:19]([NH:22][C:23](=[O:29])[O:24][C:25]([CH3:27])([CH3:26])[CH3:28])[CH2:20][CH2:21]2)=[N:13][CH:14]=1)[C:2]1[CH:7]=[CH:6][CH:5]=[CH:4][CH:3]=1, predict the reactants needed to synthesize it. The reactants are: [CH2:1]([O:8][C:9]1[CH:10]=[CH:11][C:12](Br)=[N:13][CH:14]=1)[C:2]1[CH:7]=[CH:6][CH:5]=[CH:4][CH:3]=1.[NH:16]1[CH2:21][CH2:20][CH:19]([NH:22][C:23](=[O:29])[O:24][C:25]([CH3:28])([CH3:27])[CH3:26])[CH2:18][CH2:17]1. (5) Given the product [N:13]1[C:22]2[CH:21]([NH:1][CH2:2][CH2:3][CH2:4][NH:5][C:6](=[O:12])[O:7][C:8]([CH3:9])([CH3:11])[CH3:10])[CH2:20][CH2:19][CH2:18][C:17]=2[CH:16]=[CH:15][CH:14]=1, predict the reactants needed to synthesize it. The reactants are: [NH2:1][CH2:2][CH2:3][CH2:4][NH:5][C:6](=[O:12])[O:7][C:8]([CH3:11])([CH3:10])[CH3:9].[N:13]1[C:22]2[C:21](=O)[CH2:20][CH2:19][CH2:18][C:17]=2[CH:16]=[CH:15][CH:14]=1.C(O)(=O)C.C(O[BH-](OC(=O)C)OC(=O)C)(=O)C.[Na+].C(=O)([O-])[O-].[Na+].[Na+]. (6) Given the product [NH2:2][C:1]1[C:3]2[C:4](=[N:5][CH:16]=[CH:8][C:7]=2[N:9]2[CH2:14][CH2:13][N:12]([CH3:15])[CH2:11][CH2:10]2)[S:6][C:27]=1[C:28]([NH2:30])=[O:29], predict the reactants needed to synthesize it. The reactants are: [C:1](/[C:3](=[C:7](/[N:9]1[CH2:14][CH2:13][N:12]([CH3:15])[CH2:11][CH2:10]1)\[CH3:8])/[C:4](=[S:6])[NH2:5])#[N:2].[CH3:16]OC(OC)N(C)C.[OH-].[Na+].Cl[CH2:27][C:28]([NH2:30])=[O:29].